Dataset: NCI-60 drug combinations with 297,098 pairs across 59 cell lines. Task: Regression. Given two drug SMILES strings and cell line genomic features, predict the synergy score measuring deviation from expected non-interaction effect. (1) Drug 1: CC1CCC2CC(C(=CC=CC=CC(CC(C(=O)C(C(C(=CC(C(=O)CC(OC(=O)C3CCCCN3C(=O)C(=O)C1(O2)O)C(C)CC4CCC(C(C4)OC)OCCO)C)C)O)OC)C)C)C)OC. Drug 2: CC1CCCC2(C(O2)CC(NC(=O)CC(C(C(=O)C(C1O)C)(C)C)O)C(=CC3=CSC(=N3)C)C)C. Cell line: SF-268. Synergy scores: CSS=41.0, Synergy_ZIP=4.77, Synergy_Bliss=5.57, Synergy_Loewe=0.470, Synergy_HSA=4.39. (2) Drug 1: CN(C)C1=NC(=NC(=N1)N(C)C)N(C)C. Drug 2: C1=CC(=CC=C1C#N)C(C2=CC=C(C=C2)C#N)N3C=NC=N3. Cell line: PC-3. Synergy scores: CSS=1.24, Synergy_ZIP=1.14, Synergy_Bliss=4.07, Synergy_Loewe=3.08, Synergy_HSA=2.91. (3) Drug 1: C1=CN(C(=O)N=C1N)C2C(C(C(O2)CO)O)O.Cl. Drug 2: CCN(CC)CCNC(=O)C1=C(NC(=C1C)C=C2C3=C(C=CC(=C3)F)NC2=O)C. Cell line: RXF 393. Synergy scores: CSS=-6.58, Synergy_ZIP=6.69, Synergy_Bliss=7.36, Synergy_Loewe=-3.47, Synergy_HSA=-6.35.